From a dataset of Forward reaction prediction with 1.9M reactions from USPTO patents (1976-2016). Predict the product of the given reaction. (1) Given the reactants [NH2:1][C:2]1[C:7]([Cl:8])=[C:6]([C:9]([O:11]C)=[O:10])[N:5]=[C:4]([C:13]2[CH:14]=[N:15][C:16]([C:19]([F:22])([F:21])[F:20])=[CH:17][CH:18]=2)[C:3]=1[CH3:23].[OH-].[Na+].Cl, predict the reaction product. The product is: [NH2:1][C:2]1[C:7]([Cl:8])=[C:6]([C:9]([OH:11])=[O:10])[N:5]=[C:4]([C:13]2[CH:14]=[N:15][C:16]([C:19]([F:22])([F:21])[F:20])=[CH:17][CH:18]=2)[C:3]=1[CH3:23]. (2) Given the reactants [CH:1]([C:3]1[CH:4]=[C:5]2[C:10](=[CH:11][CH:12]=1)[CH:9]([NH:13][C:14](=[O:37])[CH2:15][CH:16]([C:31]1[CH:36]=[CH:35][CH:34]=[CH:33][CH:32]=1)[NH:17][S:18]([C:21]1[CH:26]=[CH:25][CH:24]=[C:23]([C:27]([F:30])([F:29])[F:28])[CH:22]=1)(=[O:20])=[O:19])[CH2:8][CH2:7][CH2:6]2)=[O:2].[C:38](=O)([O-])[O-].[Na+].[Na+].CI, predict the reaction product. The product is: [CH:1]([C:3]1[CH:4]=[C:5]2[C:10](=[CH:11][CH:12]=1)[CH:9]([NH:13][C:14](=[O:37])[CH2:15][CH:16]([N:17]([CH3:38])[S:18]([C:21]1[CH:26]=[CH:25][CH:24]=[C:23]([C:27]([F:30])([F:28])[F:29])[CH:22]=1)(=[O:20])=[O:19])[C:31]1[CH:32]=[CH:33][CH:34]=[CH:35][CH:36]=1)[CH2:8][CH2:7][CH2:6]2)=[O:2]. (3) Given the reactants [N:1]12[CH2:8][CH2:7][CH:4]([CH2:5][CH2:6]1)[C@@H:3]([O:9][C:10]1[N:15]=[CH:14][C:13]([C:16]3[CH:21]=[CH:20][C:19]([NH:22]C(=O)OC(C)(C)C)=[CH:18][CH:17]=3)=[CH:12][N:11]=1)[CH2:2]2.FC(F)(F)C(O)=O, predict the reaction product. The product is: [N:1]12[CH2:6][CH2:5][CH:4]([CH2:7][CH2:8]1)[C@@H:3]([O:9][C:10]1[N:15]=[CH:14][C:13]([C:16]3[CH:21]=[CH:20][C:19]([NH2:22])=[CH:18][CH:17]=3)=[CH:12][N:11]=1)[CH2:2]2. (4) Given the reactants [NH2:1][C:2]1[CH:6]=[C:5]([C:7]([O:9]CC)=[O:8])[O:4][N:3]=1.[OH-].[Li+], predict the reaction product. The product is: [NH2:1][C:2]1[CH:6]=[C:5]([C:7]([OH:9])=[O:8])[O:4][N:3]=1. (5) Given the reactants [CH2:1]([Mg]Br)[CH2:2][CH:3]=[CH2:4].C[O:8][C:9]1[C:18]2[C:13](=[CH:14][CH:15]=[CH:16][CH:17]=2)[N:12]=[CH:11][CH:10]=1.Cl[C:20]([O:22][CH2:23][C:24]1[CH:29]=[CH:28][CH:27]=[CH:26][CH:25]=1)=[O:21], predict the reaction product. The product is: [CH2:1]([CH:11]1[CH2:10][C:9](=[O:8])[C:18]2[C:13](=[CH:14][CH:15]=[CH:16][CH:17]=2)[N:12]1[C:20]([O:22][CH2:23][C:24]1[CH:29]=[CH:28][CH:27]=[CH:26][CH:25]=1)=[O:21])[CH2:2][CH:3]=[CH2:4].